Dataset: Forward reaction prediction with 1.9M reactions from USPTO patents (1976-2016). Task: Predict the product of the given reaction. (1) Given the reactants Br[C:2]([C:11]1[CH:16]=[CH:15][CH:14]=[CH:13][CH:12]=1)=[C:3]([N+:9]#[C-:10])[C:4]([O:6][CH2:7][CH3:8])=[O:5].[NH2:17][C@@H:18]1[CH2:24][CH2:23][CH2:22][CH2:21][CH2:20][C@H:19]1[OH:25].C(N(CC)CC)C, predict the reaction product. The product is: [OH:25][C@@H:19]1[CH2:20][CH2:21][CH2:22][CH2:23][CH2:24][C@H:18]1[N:17]1[C:2]([C:11]2[CH:16]=[CH:15][CH:14]=[CH:13][CH:12]=2)=[C:3]([C:4]([O:6][CH2:7][CH3:8])=[O:5])[N:9]=[CH:10]1. (2) Given the reactants [NH2:1][C:2]1[N:7]=[CH:6][N:5]=[C:4]2[N:8]([CH2:30][C:31]([O:33][CH3:34])=[O:32])[N:9]=[C:10]([C:11]3[CH:16]=[CH:15][C:14]([NH:17][S:18]([C:21]4[CH:26]=[CH:25][CH:24]=[C:23]([Cl:27])[C:22]=4[Cl:28])(=[O:20])=[O:19])=[C:13]([F:29])[CH:12]=3)[C:3]=12.[CH3:35][N:36]([CH3:40])[CH2:37]CO, predict the reaction product. The product is: [NH2:1][C:2]1[N:7]=[CH:6][N:5]=[C:4]2[N:8]([CH2:30][C:31]([O:33][CH2:34][CH2:35][N:36]([CH3:40])[CH3:37])=[O:32])[N:9]=[C:10]([C:11]3[CH:16]=[CH:15][C:14]([NH:17][S:18]([C:21]4[CH:26]=[CH:25][CH:24]=[C:23]([Cl:27])[C:22]=4[Cl:28])(=[O:19])=[O:20])=[C:13]([F:29])[CH:12]=3)[C:3]=12. (3) Given the reactants [NH2:1][C:2]1[CH:3]=[CH:4][C:5]([N:8]([CH2:16][CH2:17][N:18]2[CH:22]=[CH:21][CH:20]=[N:19]2)[C:9](=[O:15])[O:10][C:11]([CH3:14])([CH3:13])[CH3:12])=[N:6][CH:7]=1.[Cl:23][C:24]1[CH:32]=[CH:31][C:27]([C:28](O)=[O:29])=[C:26]([N:33]([CH3:35])[CH3:34])[CH:25]=1.O.ON1C2C=CC=CC=2N=N1.Cl.CN(C)CCCN=C=NCC, predict the reaction product. The product is: [Cl:23][C:24]1[CH:32]=[CH:31][C:27]([C:28]([NH:1][C:2]2[CH:3]=[CH:4][C:5]([N:8]([CH2:16][CH2:17][N:18]3[CH:22]=[CH:21][CH:20]=[N:19]3)[C:9](=[O:15])[O:10][C:11]([CH3:13])([CH3:14])[CH3:12])=[N:6][CH:7]=2)=[O:29])=[C:26]([N:33]([CH3:35])[CH3:34])[CH:25]=1. (4) The product is: [CH3:35][C:20]1[C:21]([N:25]2[CH2:33][C:32]3[C:27](=[CH:28][CH:29]=[CH:30][CH:31]=3)[C:26]2=[O:34])=[CH:22][CH:23]=[CH:24][C:19]=1[C:8]1[C:7]2[C:6]3[C:14](=[CH:15][C:3]([CH2:2][NH:1][S:37]([CH3:36])(=[O:39])=[O:38])=[CH:4][CH:5]=3)[NH:13][C:12]=2[C:11]([C:16]([NH2:18])=[O:17])=[CH:10][CH:9]=1. Given the reactants [NH2:1][CH2:2][C:3]1[CH:15]=[C:14]2[C:6]([C:7]3[C:8]([C:19]4[CH:24]=[CH:23][CH:22]=[C:21]([N:25]5[CH2:33][C:32]6[C:27](=[CH:28][CH:29]=[CH:30][CH:31]=6)[C:26]5=[O:34])[C:20]=4[CH3:35])=[CH:9][CH:10]=[C:11]([C:16]([NH2:18])=[O:17])[C:12]=3[NH:13]2)=[CH:5][CH:4]=1.[CH3:36][S:37](Cl)(=[O:39])=[O:38], predict the reaction product. (5) Given the reactants [H-].[Na+].[O:3]1[C:7]2=[N:8][C:9]3[CH:14]=[CH:13][CH:12]=[CH:11][C:10]=3[N:6]2[CH2:5][CH:4]1[CH2:15][CH2:16][CH2:17][CH2:18][OH:19].[CH3:20]I.O, predict the reaction product. The product is: [CH3:20][O:19][CH2:18][CH2:17][CH2:16][CH2:15][CH:4]1[O:3][C:7]2=[N:8][C:9]3[CH:14]=[CH:13][CH:12]=[CH:11][C:10]=3[N:6]2[CH2:5]1.